From a dataset of Full USPTO retrosynthesis dataset with 1.9M reactions from patents (1976-2016). Predict the reactants needed to synthesize the given product. (1) Given the product [CH2:27]([N:29]1[C:34]2([CH2:39][CH2:38][O:37][CH2:36][CH2:35]2)[CH2:33][C:32]2[NH:17][C:16]3[CH:18]=[CH:19][C:20]([O:22][C:23]([F:24])([F:25])[F:26])=[CH:21][C:15]=3[S:14][C:31]=2[C:30]1=[O:41])[CH3:28], predict the reactants needed to synthesize it. The reactants are: [NH2:17][C:16]1[CH:18]=[CH:19][C:20]([O:22][C:23]([F:24])([F:25])[F:26])=[CH:21][C:15]=1[S:14][S:14][C:15]1[CH:21]=[C:20]([O:22][C:23]([F:26])([F:25])[F:24])[CH:19]=[CH:18][C:16]=1[NH2:17].[CH2:27]([N:29]1[C:34]2([CH2:39][CH2:38][O:37][CH2:36][CH2:35]2)[CH2:33][C:32](=O)[CH2:31][C:30]1=[O:41])[CH3:28]. (2) Given the product [NH2:19][C:10]1[C:9]2[N:8]=[CH:7][N:6]([CH2:5][CH2:4][CH2:3][CH2:2][NH:1][C:29]([C@@H:27]3[CH2:28][C@H:26]3[C:20]3[CH:25]=[CH:24][CH:23]=[CH:22][CH:21]=3)=[O:30])[C:18]=2[C:17]2[CH:16]=[CH:15][CH:14]=[CH:13][C:12]=2[N:11]=1, predict the reactants needed to synthesize it. The reactants are: [NH2:1][CH2:2][CH2:3][CH2:4][CH2:5][N:6]1[C:18]2[C:17]3[CH:16]=[CH:15][CH:14]=[CH:13][C:12]=3[N:11]=[C:10]([NH2:19])[C:9]=2[N:8]=[CH:7]1.[C:20]1([C@@H:26]2[CH2:28][C@H:27]2[C:29](Cl)=[O:30])[CH:25]=[CH:24][CH:23]=[CH:22][CH:21]=1. (3) The reactants are: C(OP([CH2:9][C:10]([O:12][C:13]([CH3:16])([CH3:15])[CH3:14])=[O:11])(OCC)=O)C.[C:17]([C:19]1[CH:26]=[CH:25][C:22]([CH:23]=O)=[CH:21][CH:20]=1)#[N:18]. Given the product [C:17]([C:19]1[CH:26]=[CH:25][C:22](/[CH:23]=[CH:9]/[C:10]([O:12][C:13]([CH3:14])([CH3:15])[CH3:16])=[O:11])=[CH:21][CH:20]=1)#[N:18], predict the reactants needed to synthesize it. (4) Given the product [C:1]([O:5][C:6](=[O:19])[NH:7][CH2:8][C@@H:9]1[CH2:11][C@H:10]1[C:12]1[CH:17]=[CH:16][CH:15]=[C:14]([NH:18][CH2:20][C:21]2[CH:26]=[CH:25][CH:24]=[CH:23][CH:22]=2)[CH:13]=1)([CH3:4])([CH3:2])[CH3:3], predict the reactants needed to synthesize it. The reactants are: [C:1]([O:5][C:6](=[O:19])[NH:7][CH2:8][C@@H:9]1[CH2:11][C@H:10]1[C:12]1[CH:17]=[CH:16][CH:15]=[C:14]([NH2:18])[CH:13]=1)([CH3:4])([CH3:3])[CH3:2].[CH:20](=O)[C:21]1[CH:26]=[CH:25][CH:24]=[CH:23][CH:22]=1.[BH3-]C#N.[Na+]. (5) The reactants are: Cl[C:2]1[CH:7]=[C:6]([NH2:8])[N:5]2[N:9]=[CH:10][C:11]([CH2:12][C:13]3[CH:18]=[CH:17][CH:16]=[C:15]([Cl:19])[C:14]=3[Cl:20])=[C:4]2[N:3]=1.[NH:21]1[CH2:26][CH2:25][O:24][CH2:23][CH2:22]1.O. Given the product [Cl:20][C:14]1[C:15]([Cl:19])=[CH:16][CH:17]=[CH:18][C:13]=1[CH2:12][C:11]1[CH:10]=[N:9][N:5]2[C:6]([NH2:8])=[CH:7][C:2]([N:21]3[CH2:26][CH2:25][O:24][CH2:23][CH2:22]3)=[N:3][C:4]=12, predict the reactants needed to synthesize it. (6) Given the product [Br:1][C:2]1[CH:3]=[N:4][C:5]2[N:6]([N:8]=[C:9]([C:11]([N:21]3[CH2:20][CH2:19][C:18]4[C:23](=[CH:24][C:25]([O:26][CH3:27])=[C:16]([O:15][CH3:14])[CH:17]=4)[CH2:22]3)=[O:13])[CH:10]=2)[CH:7]=1, predict the reactants needed to synthesize it. The reactants are: [Br:1][C:2]1[CH:3]=[N:4][C:5]2[N:6]([N:8]=[C:9]([C:11]([OH:13])=O)[CH:10]=2)[CH:7]=1.[CH3:14][O:15][C:16]1[CH:17]=[C:18]2[C:23](=[CH:24][C:25]=1[O:26][CH3:27])[CH2:22][NH:21][CH2:20][CH2:19]2. (7) Given the product [CH2:1]([O:8][C:9]1[N:14]=[N:13][C:12]([CH2:15][CH2:16][C:17]2[N:22]=[CH:21][C:20]([CH2:23][CH2:24][N:30]3[CH2:33][CH:32]([OH:34])[CH2:31]3)=[CH:19][CH:18]=2)=[CH:11][CH:10]=1)[C:2]1[CH:3]=[CH:4][CH:5]=[CH:6][CH:7]=1, predict the reactants needed to synthesize it. The reactants are: [CH2:1]([O:8][C:9]1[N:14]=[N:13][C:12]([CH2:15][CH2:16][C:17]2[N:22]=[CH:21][C:20]([CH2:23][CH2:24]OS(C)(=O)=O)=[CH:19][CH:18]=2)=[CH:11][CH:10]=1)[C:2]1[CH:7]=[CH:6][CH:5]=[CH:4][CH:3]=1.[NH:30]1[CH2:33][CH:32]([OH:34])[CH2:31]1. (8) Given the product [CH2:1]([N:8]([C:21]1[C:26]([Cl:27])=[CH:25][C:24]([C:28]([F:31])([F:30])[F:29])=[CH:23][N:22]=1)[S:9]([C:12]1[CH:13]=[CH:14][C:15]([C:16]([NH:33][CH3:32])=[O:18])=[CH:19][CH:20]=1)(=[O:10])=[O:11])[C:2]1[CH:7]=[CH:6][CH:5]=[CH:4][CH:3]=1, predict the reactants needed to synthesize it. The reactants are: [CH2:1]([N:8]([C:21]1[C:26]([Cl:27])=[CH:25][C:24]([C:28]([F:31])([F:30])[F:29])=[CH:23][N:22]=1)[S:9]([C:12]1[CH:20]=[CH:19][C:15]([C:16]([OH:18])=O)=[CH:14][CH:13]=1)(=[O:11])=[O:10])[C:2]1[CH:7]=[CH:6][CH:5]=[CH:4][CH:3]=1.[CH3:32][NH2:33]. (9) Given the product [Cl:15][C:10]1[C:5]2[CH:4]=[CH:3][C:2]([F:1])=[N:12][C:6]=2[N:7]=[CH:8][N:9]=1, predict the reactants needed to synthesize it. The reactants are: [F:1][C:2]1[CH:3]=[CH:4][C:5]2[C:10](=O)[NH:9][CH:8]=[N:7][C:6]=2[N:12]=1.O=P(Cl)(Cl)[Cl:15].